Dataset: Reaction yield outcomes from USPTO patents with 853,638 reactions. Task: Predict the reaction yield, written as a fraction of the theoretical maximum amount of product (1.0 means a 100% yield; for example, 0.34 means a 34% yield). (1) The product is [N:11]1[CH:12]=[CH:13][CH:14]=[C:9]2[CH2:8][CH2:7][CH2:6][CH2:5][CH:4]([NH2:1])[C:10]=12. The yield is 0.880. The reactants are [N:1]([CH:4]1[C:10]2=[N:11][CH:12]=[CH:13][CH:14]=[C:9]2[CH2:8][CH2:7][CH2:6][CH2:5]1)=[N+]=[N-]. The catalyst is CO.[Pd]. (2) The reactants are [CH3:1][O:2][C:3]1[CH:4]=[C:5]2[C:9](=[CH:10][CH:11]=1)[NH:8][CH:7]=[CH:6]2.[C:12]1(=[O:18])[NH:16][C:15](=[O:17])[CH:14]=[CH:13]1. The catalyst is C(O)(=O)C. The product is [CH3:1][O:2][C:3]1[CH:4]=[C:5]2[C:9](=[CH:10][CH:11]=1)[NH:8][CH:7]=[C:6]2[CH:14]1[CH2:13][C:12](=[O:18])[NH:16][C:15]1=[O:17]. The yield is 0.750.